This data is from Catalyst prediction with 721,799 reactions and 888 catalyst types from USPTO. The task is: Predict which catalyst facilitates the given reaction. (1) Reactant: C([O:7][CH2:8][C@@H:9]([O:34][C:35]([CH3:38])([CH3:37])[CH3:36])[C:10]1[C:11]([C:27]2[CH:32]=[CH:31][C:30]([Cl:33])=[CH:29][CH:28]=2)=[C:12]2[C:17](=[CH:18][C:19]=1[CH3:20])[N:16]=[C:15]([N:21]1[CH2:26][CH2:25][O:24][CH2:23][CH2:22]1)[CH:14]=[CH:13]2)(=O)C(C)(C)C.[OH-].[Na+]. Product: [C:35]([O:34][C@@H:9]([C:10]1[C:11]([C:27]2[CH:28]=[CH:29][C:30]([Cl:33])=[CH:31][CH:32]=2)=[C:12]2[C:17](=[CH:18][C:19]=1[CH3:20])[N:16]=[C:15]([N:21]1[CH2:26][CH2:25][O:24][CH2:23][CH2:22]1)[CH:14]=[CH:13]2)[CH2:8][OH:7])([CH3:38])([CH3:36])[CH3:37]. The catalyst class is: 87. (2) Reactant: [Br:1][C:2]1[C:6]2[N:7]=[C:8]([Cl:12])[N:9]=[C:10](Cl)[C:5]=2[S:4][CH:3]=1.[CH2:13]([NH2:20])[C:14]1[CH:19]=[CH:18][CH:17]=[CH:16][CH:15]=1.O. Product: [CH2:13]([NH:20][C:10]1[C:5]2[S:4][CH:3]=[C:2]([Br:1])[C:6]=2[N:7]=[C:8]([Cl:12])[N:9]=1)[C:14]1[CH:19]=[CH:18][CH:17]=[CH:16][CH:15]=1. The catalyst class is: 7. (3) Reactant: O[CH:2]([C:31]1[CH:36]=[CH:35][C:34]([CH:37]([CH3:39])[CH3:38])=[CH:33][CH:32]=1)[C:3]1[C:11]2[O:10][CH2:9][CH:8]([C:12]3[CH:17]=[CH:16][C:15]([CH:18]([CH3:20])[CH3:19])=[CH:14][CH:13]=3)[C:7]=2[C:6]([CH3:21])=[C:5]([NH:22][C:23](=[O:29])[CH2:24][C:25]([CH3:28])([CH3:27])[CH3:26])[C:4]=1[CH3:30]. Product: [CH:37]([C:34]1[CH:35]=[CH:36][C:31]([CH2:2][C:3]2[C:11]3[O:10][CH2:9][CH:8]([C:12]4[CH:17]=[CH:16][C:15]([CH:18]([CH3:20])[CH3:19])=[CH:14][CH:13]=4)[C:7]=3[C:6]([CH3:21])=[C:5]([NH:22][C:23](=[O:29])[CH2:24][C:25]([CH3:28])([CH3:27])[CH3:26])[C:4]=2[CH3:30])=[CH:32][CH:33]=1)([CH3:38])[CH3:39]. The catalyst class is: 195. (4) Reactant: Br[CH:2]1[CH2:6][CH2:5][N:4]([C:7]2[CH:12]=[CH:11][C:10]([O:13][CH2:14][O:15][CH2:16][CH2:17][Si:18]([CH3:21])([CH3:20])[CH3:19])=[C:9]([O:22][CH3:23])[CH:8]=2)[C:3]1=[O:24].C(=O)([O-])[O-].[Cs+].[Cs+].[C:31]1([C:38]2[CH:43]=[CH:42][CH:41]=[CH:40][CH:39]=2)[CH:36]=[CH:35][C:34]([OH:37])=[CH:33][CH:32]=1. Product: [C:31]1([C:38]2[CH:43]=[CH:42][CH:41]=[CH:40][CH:39]=2)[CH:32]=[CH:33][C:34]([O:37][CH:2]2[CH2:6][CH2:5][N:4]([C:7]3[CH:12]=[CH:11][C:10]([O:13][CH2:14][O:15][CH2:16][CH2:17][Si:18]([CH3:21])([CH3:20])[CH3:19])=[C:9]([O:22][CH3:23])[CH:8]=3)[C:3]2=[O:24])=[CH:35][CH:36]=1. The catalyst class is: 10.